This data is from Catalyst prediction with 721,799 reactions and 888 catalyst types from USPTO. The task is: Predict which catalyst facilitates the given reaction. Reactant: Cl[C:2]1[CH:7]=[CH:6][N:5]=[C:4]([C:8]#[N:9])[CH:3]=1.C(=O)([O-])[O-].[K+].[K+].[F:16][C:17]1[CH:22]=[CH:21][CH:20]=[CH:19][C:18]=1B(O)O.[Cl-].[NH4+]. Product: [F:16][C:17]1[CH:22]=[CH:21][CH:20]=[CH:19][C:18]=1[C:2]1[CH:7]=[CH:6][N:5]=[C:4]([C:8]#[N:9])[CH:3]=1. The catalyst class is: 12.